This data is from Full USPTO retrosynthesis dataset with 1.9M reactions from patents (1976-2016). The task is: Predict the reactants needed to synthesize the given product. Given the product [Cl:1][C:2]1[C:3]([CH3:22])=[C:4]([N:8]2[C:12](=[O:13])[CH2:11][N:10]([C:14](=[O:21])[CH2:15][N:16]([CH2:17][CH2:18][O:19][CH3:20])[C:28](=[O:29])[C:27]3[CH:31]=[CH:32][CH:33]=[C:25]([C:23]#[N:24])[CH:26]=3)[CH2:9]2)[CH:5]=[CH:6][CH:7]=1, predict the reactants needed to synthesize it. The reactants are: [Cl:1][C:2]1[C:3]([CH3:22])=[C:4]([N:8]2[C:12](=[O:13])[CH2:11][N:10]([C:14](=[O:21])[CH2:15][NH:16][CH2:17][CH2:18][O:19][CH3:20])[CH2:9]2)[CH:5]=[CH:6][CH:7]=1.[C:23]([C:25]1[CH:26]=[C:27]([CH:31]=[CH:32][CH:33]=1)[C:28](Cl)=[O:29])#[N:24].